From a dataset of NCI-60 drug combinations with 297,098 pairs across 59 cell lines. Regression. Given two drug SMILES strings and cell line genomic features, predict the synergy score measuring deviation from expected non-interaction effect. (1) Synergy scores: CSS=29.6, Synergy_ZIP=-0.955, Synergy_Bliss=-0.773, Synergy_Loewe=-2.47, Synergy_HSA=1.54. Cell line: UO-31. Drug 1: CC1=C(C=C(C=C1)NC2=NC=CC(=N2)N(C)C3=CC4=NN(C(=C4C=C3)C)C)S(=O)(=O)N.Cl. Drug 2: C1=C(C(=O)NC(=O)N1)F. (2) Drug 1: C1=CN(C(=O)N=C1N)C2C(C(C(O2)CO)O)O.Cl. Drug 2: CC(C)CN1C=NC2=C1C3=CC=CC=C3N=C2N. Cell line: HCC-2998. Synergy scores: CSS=23.3, Synergy_ZIP=-3.75, Synergy_Bliss=-8.93, Synergy_Loewe=-15.8, Synergy_HSA=-11.2. (3) Drug 1: CC1=C(C=C(C=C1)NC2=NC=CC(=N2)N(C)C3=CC4=NN(C(=C4C=C3)C)C)S(=O)(=O)N.Cl. Drug 2: C1=NC2=C(N=C(N=C2N1C3C(C(C(O3)CO)O)O)F)N. Cell line: HCT-15. Synergy scores: CSS=0.408, Synergy_ZIP=0.956, Synergy_Bliss=0.648, Synergy_Loewe=-1.24, Synergy_HSA=-1.99.